This data is from Drug-target binding data from BindingDB using IC50 measurements. The task is: Regression. Given a target protein amino acid sequence and a drug SMILES string, predict the binding affinity score between them. We predict pIC50 (pIC50 = -log10(IC50 in M); higher means more potent). Dataset: bindingdb_ic50. (1) The compound is Cc1cc(Cl)ccc1NC(=O)Nc1c(Oc2ccc(Cl)cc2)ccc(Cl)c1S(=O)(=O)O. The target protein (P14677) has sequence MKWTKRVIRYATKNRKSPAENRRRVGKSLSLLSVFVFAIFLVNFAVIIGTGTRFGTDLAKEAKKVHQTTRTVPAKRGTIYDRNGVPIAEDATSYNVYAVIDENYKSATGKILYVEKTQFNKVAEVFHKYLDMEESYVREQLSQPNLKQVSFGAKGNGITYANMMSIKKELEAAEVKGIDFTTSPNRSYPNGQFASSFIGLAQLHENEDGSKSLLGTSGMESSLNSILAGTDGIITYEKDRLGNIVPGTEQVSQRTMDGKDVYTTISSPLQSFMETQMDAFQEKVKGKYMTATLVSAKTGEILATTQRPTFDADTKEGITEDFVWRDILYQSNYEPGSTMKVMMLAAAIDNNTFPGGEVFNSSELKIADATIRDWDVNEGLTGGRTMTFSQGFAHSSNVGMTLLEQKMGDATWLDYLNRFKFGVPTRFGLTDEYAGQLPADNIVNIAQSSFGQGISVTQTQMIRAFTAIANDGVMLEPKFISAIYDPNDQTARKSQKEIVG.... The pIC50 is 4.2. (2) The small molecule is COc1ccc(C2(C#N)CCC(C(=O)O)CC2)cc1OC1CCCC1. The target protein sequence is SFLDNHKKLTPRRDVPTYPKYLLSPETIEALRKPTFDVWLWEPNEMLSCLEHMYHDLGLVRDFSINPVTLRRWLFCVHDNYRNNPFHNFRHCFCVAQMMYSMVWLCSLQEKFSQTDILILMTAAICHDLDHPGYNNTYQINARTELAVRYNDISPLENHHCAVAFQILAEPECNIFSNIPPDGFKQIRQGMITLILATDMARHAEIMDSFKEKMENFDYSNEEHMTLLKMILIKCCDISNEVRPMEVAEPWVDCLLEEYFMQSDREKSEGLPVAPFMDRDKVTKATAQIGFIKFVLIPMFETVTKLFPMVEEIMLQPLWESRDRYEELKRIDDAMKELQKKTDSLTSGATEKSRERSRDVKNSEGDCA. The pIC50 is 3.7. (3) The small molecule is O=C([O-])CCC(=O)Nc1ccc(NC(=O)c2ccc([N+](=O)[O-])s2)cc1. The target protein sequence is MVTALSDVNNTDNYGAGQIQVLEGLEAVRKRPGMYIGSTSERGLHHLVWEIVDNSIDEALAGYANQIEVVIEKDNWIKVTDNGRGIPVDIQEKMGRPAVEVILTVLHAGGKFGGGGYKVSGGLHGVGSSVVNALSQDLEVYVHRNETIYHQAYKKGVPQFDLKEVGTTDKTGTVIRFKADGDIFTETTVYNYETLQQRIRELAFLNKGIQITLRDERDEENVREDSYHYEGGIKSYVELLNENKEPIHDEPIYIHQSKDDIEVEIAIQYNSGYATNLLTYANNIHTYEGGTHEDGFKRALTRVLNSYGLSSKIMKEEKDRLSGEDTREGMTAIISIKHGDPQFEGQTKTKLGNSEVRQVVDKLFSEHFERFLYENPQVARTVVEKGIMAARARVAAKKAREVTRRKSALDVASLPGKLADCSSKSPEECEIFLVEGDSAGGSTKSGRDSRTQAILPLRGKILNVEKARLDRILNNNEIRQMITAFGTGIGGDFDLAKARY.... The pIC50 is 4.5. (4) The compound is CCCCCSc1c(C#N)c(C(F)(F)F)nn1-c1ccc(S(C)(=O)=O)cn1. The target protein sequence is MLARALVLCAALAVVRAANPCCSHPCQNQGICMSTGFDQYKCDCTRTGFYGENCSTPEFLTRIKLYLKPTPNTVHYILTHFKGVWNIVNNIPFLRNTIMKYVLTSRSHLIESPPTYNVNYGYKSWEAFSNLSYYTRALPPVPDDCPTPMGVKGKKELPDSKEIVEKFLLRRKFIPDPQGTNMMFAFFAQHFTHQFFKTDHKRGPAFTKGLGHGVDLNHVYGETLDRQHKLRLFKDGKMKYQVIDGEVYPPTVKDTQVEMIYPPHVPEHLQFAVGQEVFGLVPGLMMYATIWLREHNRVCDVLKQEHPEWDDERLFQTSRLILIGETIKIVIEDYVQHLSGYHFKLKFDPELLFNQQFQYQNRIAAEFNTLYHWHPLLPDTLQIDDQEYNFQQFIYNNSILLEHGLTQFVESFSRQIAGRVAGGRNVPAAVQQVAKASIDQSRQMKYQSLNEYRKRFRLKPYTSFEELTGEKEMAAGLEALYGDIDAMELYPALLVEKPRP.... The pIC50 is 6.5. (5) The compound is CCCC[C@]1(CC)CS(=O)(=O)c2cc(C(=O)NC(COC=O)COC=O)c(OC)cc2[C@@H](c2ccccc2)N1. The target protein (Q12908) has sequence MNDPNSCVDNATVCSGASCVVPESNFNNILSVVLSTVLTILLALVMFSMGCNVEIKKFLGHIKRPWGICVGFLCQFGIMPLTGFILSVAFDILPLQAVVVLIIGCCPGGTASNILAYWVDGDMDLSVSMTTCSTLLALGMMPLCLLIYTKMWVDSGSIVIPYDNIGTSLVSLVVPVSIGMFVNHKWPQKAKIILKIGSIAGAILIVLIAVVGGILYQSAWIIAPKLWIIGTIFPVAGYSLGFLLARIAGLPWYRCRTVAFETGMQNTQLCSTIVQLSFTPEELNVVFTFPLIYSIFQLAFAAIFLGFYVAYKKCHGKNKAEIPESKENGTEPESSFYKANGGFQPDEK. The pIC50 is 7.7. (6) The compound is C[C@@H](O)[C@H]1C(=O)N2C(C(=O)O)=C(SCCNC=N)C[C@H]12. The target protein sequence is MKKIKIVPLILIVVVVGFGIYFYASKDKEINNTIDAIEDKNFKQVYKDSSYISKSDNGEVEMTERPIKIYNSLGVKDINIQDRKIKKVSKNKKRVDAQYKIKTNYGNIDRNVQFNFVKEDGMWKLDWDHSVIIPGMQKDQSIHIENLKSERGKILDRNNVELANTGTHMRLGIVPKNVSKKDYKAIAKELSISEDYINNKWIKIGYKMIPSFHFKTVKKMDEYLSDFAKKFHLTTNETESRNYPLEKATSHLLGYVGPINSEELKQKEYKGYKDDAVIGKKGLEKLYDKKLQHEDGYRVTIVDDNSNTIAHTLIEKKKKDGKDIQLTIDAKVQKSIYNNMKNDYGSGTAIHPQTGELLALVSTPSYDVYPFMYGMSNEEYNKLTEDKKEPLLNKFQITTSPGSTQKILTAMIGLNNKTLDDKTSYKIDGKGWQKDKSWGGYNVTRYEVVNGNIDLKQAIESSDNIFFARVALELGSKKFEKGMKKLGVGEDIPSDYPFYN.... The pIC50 is 6.7. (7) The compound is COC1CN(c2nnc(C)c3c(C)n(-c4ccc(OCC(F)(F)F)cc4)nc23)C1. The target protein (Q9NY47) has sequence MAVPARTCGASRPGPARTARPWPGCGPHPGPGTRRPTSGPPRPLWLLLPLLPLLAAPGASAYSFPQQHTMQHWARRLEQEVDGVMRIFGGVQQLREIYKDNRNLFEVQENEPQKLVEKVAGDIESLLDRKVQALKRLADAAENFQKAHRWQDNIKEEDIVYYDAKADAELDDPESEDVERGSKASTLRLDFIEDPNFKNKVNYSYAAVQIPTDIYKGSTVILNELNWTEALENVFMENRRQDPTLLWQVFGSATGVTRYYPATPWRAPKKIDLYDVRRRPWYIQGASSPKDMVIIVDVSGSVSGLTLKLMKTSVCEMLDTLSDDDYVNVASFNEKAQPVSCFTHLVQANVRNKKVFKEAVQGMVAKGTTGYKAGFEYAFDQLQNSNITRANCNKMIMMFTDGGEDRVQDVFEKYNWPNRTVRVFTFSVGQHNYDVTPLQWMACANKGYYFEIPSIGAIRINTQEYLDVLGRPMVLAGKEAKQVQWTNVYEDALGLGLVVT.... The pIC50 is 5.7.